From a dataset of Reaction yield outcomes from USPTO patents with 853,638 reactions. Predict the reaction yield, written as a fraction of the theoretical maximum amount of product (1.0 means a 100% yield; for example, 0.34 means a 34% yield). (1) The reactants are [CH3:1][O:2][C:3]1[CH:4]=[C:5]2[C:10](=[CH:11][CH:12]=1)[C:9](=O)[N:8]([CH2:14][CH2:15][N:16]1[CH2:20][CH2:19][CH2:18][CH2:17]1)[CH2:7][CH2:6]2.[H-].[Al+3].[Li+].[H-].[H-].[H-]. The catalyst is C1COCC1. The product is [CH3:1][O:2][C:3]1[CH:4]=[C:5]2[C:10](=[CH:11][CH:12]=1)[CH2:9][N:8]([CH2:14][CH2:15][N:16]1[CH2:20][CH2:19][CH2:18][CH2:17]1)[CH2:7][CH2:6]2. The yield is 0.813. (2) The reactants are O[C@H]1CCN(C(OC(C)(C)C)=O)C1.[O:14]([C@H:21]1[CH2:25][CH2:24][N:23]([C:26]([O:28][C:29]([CH3:32])([CH3:31])[CH3:30])=[O:27])[CH2:22]1)[C:15]1[CH:20]=[CH:19][CH:18]=[CH:17][CH:16]=1. No catalyst specified. The product is [O:14]([C@@H:21]1[CH2:25][CH2:24][N:23]([C:26]([O:28][C:29]([CH3:32])([CH3:31])[CH3:30])=[O:27])[CH2:22]1)[C:15]1[CH:16]=[CH:17][CH:18]=[CH:19][CH:20]=1. The yield is 0.510.